Task: Predict the reactants needed to synthesize the given product.. Dataset: Retrosynthesis with 50K atom-mapped reactions and 10 reaction types from USPTO (1) Given the product OCCc1c(F)cc(Br)cc1F, predict the reactants needed to synthesize it. The reactants are: O=C(O)Cc1c(F)cc(Br)cc1F. (2) Given the product CCCCN(CCC(=O)NC(CO)(CO)CO)C(=O)c1nn(-c2ccc(C(=O)NS(=O)(=O)c3ccc4ccccc4c3)cc2C(=O)N2CCc3ccccc3C2)c(C)c1Cl, predict the reactants needed to synthesize it. The reactants are: CCCCN(CCC(=O)O)C(=O)c1nn(-c2ccc(C(=O)NS(=O)(=O)c3ccc4ccccc4c3)cc2C(=O)N2CCc3ccccc3C2)c(C)c1Cl.NC(CO)(CO)CO.